Task: Predict which catalyst facilitates the given reaction.. Dataset: Catalyst prediction with 721,799 reactions and 888 catalyst types from USPTO Reactant: N(C(C)(C)C#N)=NC(C)(C)C#N.C(#N)C.[CH3:16][C:17]1[CH:26]=[C:25]2[C:20]([CH:21]=[CH:22][C:23]([C:27]#[N:28])=[CH:24]2)=[CH:19][CH:18]=1.[Br:29]N1C(=O)CCC1=O. Product: [Br:29][CH2:16][C:17]1[CH:26]=[C:25]2[C:20]([CH:21]=[CH:22][C:23]([C:27]#[N:28])=[CH:24]2)=[CH:19][CH:18]=1. The catalyst class is: 93.